This data is from TCR-epitope binding with 47,182 pairs between 192 epitopes and 23,139 TCRs. The task is: Binary Classification. Given a T-cell receptor sequence (or CDR3 region) and an epitope sequence, predict whether binding occurs between them. The epitope is RAKFKQLL. The TCR CDR3 sequence is CASRQLRGLMAYEQYF. Result: 0 (the TCR does not bind to the epitope).